From a dataset of Retrosynthesis with 50K atom-mapped reactions and 10 reaction types from USPTO. Predict the reactants needed to synthesize the given product. Given the product COC(=O)c1cc2c3ccccc3n(C(=O)c3ccccc3)c2s1, predict the reactants needed to synthesize it. The reactants are: COC(=O)c1cc2c([nH]c3ccccc32)s1.O=C(Cl)c1ccccc1.